This data is from Catalyst prediction with 721,799 reactions and 888 catalyst types from USPTO. The task is: Predict which catalyst facilitates the given reaction. (1) Reactant: [CH3:1][S:2](Cl)(=[O:4])=[O:3].CCN(CC)CC.[CH3:13][O:14][C:15]1[CH:29]=[C:28]([O:30][CH3:31])[CH:27]=[CH:26][C:16]=1[CH2:17][N:18]1[CH2:22][CH:21]([CH2:23][OH:24])[CH2:20][C:19]1=[O:25]. Product: [CH3:1][S:2]([O:24][CH2:23][CH:21]1[CH2:20][C:19](=[O:25])[N:18]([CH2:17][C:16]2[CH:26]=[CH:27][C:28]([O:30][CH3:31])=[CH:29][C:15]=2[O:14][CH3:13])[CH2:22]1)(=[O:4])=[O:3]. The catalyst class is: 46. (2) Reactant: CS(O[CH2:6][C@H:7]1[N:17]2[C:18]3[N:9]([C:10](=[O:20])[CH:11]=[N:12][C:13]=3[CH:14]=[CH:15][C:16]2=[O:19])[CH2:8]1)(=O)=O.N1C=CC=CC=1.[NH:27]1[CH2:32][CH2:31][CH:30]([NH:33][C:34](=[O:40])[O:35][C:36]([CH3:39])([CH3:38])[CH3:37])[CH2:29][CH2:28]1. Product: [O:20]=[C:10]1[CH:11]=[N:12][C:13]2=[C:18]3[N:9]1[CH2:8][C@@H:7]([CH2:6][N:27]1[CH2:28][CH2:29][CH:30]([NH:33][C:34](=[O:40])[O:35][C:36]([CH3:38])([CH3:37])[CH3:39])[CH2:31][CH2:32]1)[N:17]3[C:16](=[O:19])[CH:15]=[CH:14]2. The catalyst class is: 23. (3) Reactant: C([N:8]1[CH:12]=[C:11]([C:13]2[C:14]([O:19][C:20]3[CH:21]=[C:22]([CH:35]=[CH:36][C:37]=3[CH3:38])[C:23]([NH:25][C:26]3[CH:31]=[CH:30][CH:29]=[C:28]([CH:32]([CH3:34])[CH3:33])[CH:27]=3)=[O:24])=[N:15][CH:16]=[CH:17][CH:18]=2)[CH:10]=[N:9]1)C1C=CC=CC=1. The catalyst class is: 582. Product: [NH:8]1[CH:12]=[C:11]([C:13]2[C:14]([O:19][C:20]3[CH:21]=[C:22]([CH:35]=[CH:36][C:37]=3[CH3:38])[C:23]([NH:25][C:26]3[CH:31]=[CH:30][CH:29]=[C:28]([CH:32]([CH3:34])[CH3:33])[CH:27]=3)=[O:24])=[N:15][CH:16]=[CH:17][CH:18]=2)[CH:10]=[N:9]1. (4) Reactant: [H-].[Na+].[CH2:3]([O:5][C:6](=[O:12])[CH2:7][S:8]([CH3:11])(=[O:10])=[O:9])[CH3:4].[CH2:13]([O:20][C:21]1[CH:26]=[CH:25][C:24]([CH2:27][CH2:28]I)=[CH:23][CH:22]=1)[C:14]1[CH:19]=[CH:18][CH:17]=[CH:16][CH:15]=1. Product: [CH2:13]([O:20][C:21]1[CH:22]=[CH:23][C:24]([CH2:27][CH2:28][CH:7]([S:8]([CH3:11])(=[O:10])=[O:9])[C:6]([O:5][CH2:3][CH3:4])=[O:12])=[CH:25][CH:26]=1)[C:14]1[CH:15]=[CH:16][CH:17]=[CH:18][CH:19]=1. The catalyst class is: 3. (5) Reactant: Cl.[F:2][CH2:3][CH2:4][N:5]1[CH2:10][CH2:9][CH:8]([C:11](=[NH:15])OCC)[CH2:7][CH2:6]1.CO[CH:18](OC)[CH2:19][NH2:20]. Product: [F:2][CH2:3][CH2:4][N:5]1[CH2:6][CH2:7][CH:8]([C:11]2[NH:15][CH:18]=[CH:19][N:20]=2)[CH2:9][CH2:10]1. The catalyst class is: 5. (6) Reactant: [F:1][C:2]1[CH:7]=[CH:6][C:5]([F:8])=[CH:4][C:3]=1[C:9]1([S:23]([C:26]2[CH:31]=[CH:30][C:29]([CH:32]=O)=[CH:28][CH:27]=2)(=[O:25])=[O:24])[CH2:14][CH2:13][CH:12]([NH:15][S:16]([C:19]([F:22])([F:21])[F:20])(=[O:18])=[O:17])[CH2:11][CH2:10]1.Cl.[NH2:35][OH:36].C([O-])(=O)C.[Na+]. Product: [F:1][C:2]1[CH:7]=[CH:6][C:5]([F:8])=[CH:4][C:3]=1[C:9]1([S:23]([C:26]2[CH:31]=[CH:30][C:29]([CH:32]=[N:35][OH:36])=[CH:28][CH:27]=2)(=[O:25])=[O:24])[CH2:14][CH2:13][CH:12]([NH:15][S:16]([C:19]([F:22])([F:21])[F:20])(=[O:18])=[O:17])[CH2:11][CH2:10]1. The catalyst class is: 8.